This data is from Full USPTO retrosynthesis dataset with 1.9M reactions from patents (1976-2016). The task is: Predict the reactants needed to synthesize the given product. (1) The reactants are: [C:1]([NH:9][C:10]1[CH:15]=[CH:14][C:13]([C:16]2[CH:24]=[C:23]3[C:19]([CH2:20][N:21]([C@@H:26]([CH:31]([CH3:33])[CH3:32])[C:27]([O:29][CH3:30])=[O:28])[C:22]3=[O:25])=[CH:18][CH:17]=2)=[CH:12][CH:11]=1)(=[O:8])[C:2]1[CH:7]=[CH:6][CH:5]=[CH:4][CH:3]=1.N[C:35]1[CH:40]=[CH:39][C:38]([C:41]2C=C3C(CN([C@@H](C(C)C)C(OC)=O)C3=O)=[CH:43][CH:42]=2)=[CH:37][CH:36]=1.C(C1C=CC(C(Cl)=O)=CC=1)CCCCCCCC. Given the product [CH3:32][CH:31]([CH3:33])[C@H:26]([N:21]1[CH2:20][C:19]2[C:23](=[CH:24][C:16]([C:13]3[CH:12]=[CH:11][C:10]([NH:9][C:1](=[O:8])[C:2]4[CH:3]=[CH:4][C:5]([CH2:39][CH2:40][CH2:35][CH2:36][CH2:37][CH2:38][CH2:41][CH2:42][CH3:43])=[CH:6][CH:7]=4)=[CH:15][CH:14]=3)=[CH:17][CH:18]=2)[C:22]1=[O:25])[C:27]([O:29][CH3:30])=[O:28], predict the reactants needed to synthesize it. (2) Given the product [Cl:1][C:2]1[C:3]([C:18]2[N:22]=[C:21]([C:23]3[N:24]=[C:25]4[C:30]([Cl:31])=[CH:29][C:28]([S:35]([CH3:34])(=[O:37])=[O:36])=[CH:27][N:26]4[CH:33]=3)[O:20][N:19]=2)=[CH:4][C:5]([F:17])=[C:6]([CH2:8][CH2:9][C:10]([OH:12])=[O:11])[CH:7]=1, predict the reactants needed to synthesize it. The reactants are: [Cl:1][C:2]1[C:3]([C:18]2[N:22]=[C:21]([C:23]3[N:24]=[C:25]4[C:30]([Cl:31])=[CH:29][C:28](I)=[CH:27][N:26]4[CH:33]=3)[O:20][N:19]=2)=[CH:4][C:5]([F:17])=[C:6]([CH2:8][CH2:9][C:10]([O:12]C(C)(C)C)=[O:11])[CH:7]=1.[CH3:34][S:35]([O-:37])=[O:36].[Na+].N1CCC[C@H]1C(O)=O. (3) Given the product [Br:1][C:2]1[C:3]([F:12])=[C:4]2[C:10]([NH:11][C:21](=[O:22])[C:19]3[CH:18]=[CH:17][CH:16]=[C:15]([O:14][CH3:13])[N:20]=3)=[CH:9][NH:8][C:5]2=[N:6][CH:7]=1, predict the reactants needed to synthesize it. The reactants are: [Br:1][C:2]1[C:3]([F:12])=[C:4]2[C:10]([NH2:11])=[CH:9][NH:8][C:5]2=[N:6][CH:7]=1.[CH3:13][O:14][C:15]1[N:20]=[C:19]([C:21](O)=[O:22])[CH:18]=[CH:17][CH:16]=1.O=C1N(P(Cl)(N2CCOC2=O)=O)CCO1.C(N(CC)CC)C.[Li+].[OH-]. (4) Given the product [Cl:2][C:3]1[CH:4]=[C:5]([C:9]([F:12])([F:13])[CH2:10][NH2:11])[CH:6]=[CH:7][CH:8]=1, predict the reactants needed to synthesize it. The reactants are: Cl.[Cl:2][C:3]1[CH:4]=[C:5]([C:9]([F:13])([F:12])[CH2:10][NH2:11])[CH:6]=[CH:7][CH:8]=1.[OH-].[Na+]. (5) Given the product [Cl:20][C:21]1[CH:58]=[CH:57][C:24]([C:25]2[C:30]([C:31]3[CH:40]=[CH:39][C:38]4[C:33](=[CH:34][CH:35]=[C:36]([C:41]5[N:42]([CH:43]([CH2:51][CH3:50])[CH2:44][CH3:48])[C:2]6[CH:10]=[CH:9][C:5]([C:6]([OH:8])=[O:7])=[CH:4][C:3]=6[N:11]=5)[CH:37]=4)[N:32]=3)=[CH:29][C:28]([O:55][CH3:56])=[CH:27][CH:26]=2)=[CH:23][CH:22]=1, predict the reactants needed to synthesize it. The reactants are: Cl[C:2]1[CH:10]=[CH:9][C:5]([C:6]([OH:8])=[O:7])=[CH:4][C:3]=1[N+:11]([O-])=O.C(C(N)CC)C.[Cl:20][C:21]1[CH:58]=[CH:57][C:24]([C:25]2[C:30]([C:31]3[CH:40]=[CH:39][C:38]4[C:33](=[CH:34][CH:35]=[C:36]([C:41]5N(CC)[C:44]6[CH:48]=C[C:50](C(O)=O)=[CH:51][C:43]=6[N:42]=5)[CH:37]=4)[N:32]=3)=[CH:29][C:28]([O:55][CH3:56])=[CH:27][CH:26]=2)=[CH:23][CH:22]=1.